Dataset: Reaction yield outcomes from USPTO patents with 853,638 reactions. Task: Predict the reaction yield, written as a fraction of the theoretical maximum amount of product (1.0 means a 100% yield; for example, 0.34 means a 34% yield). (1) The yield is 0.200. The product is [CH3:26][N:23]1[CH2:22][CH2:21][N:20]([C:18]([C:15]2[CH:14]=[CH:13][C:12]([C:5]3[CH:6]=[N:7][C:8]4[NH:9][CH2:10][CH2:11][CH:2]([O:1][C:28]5[CH:29]=[N:30][CH:31]=[CH:32][CH:33]=5)[C:3]=4[CH:4]=3)=[CH:17][CH:16]=2)=[O:19])[CH2:25][CH2:24]1. The catalyst is CO.C(Cl)Cl. The reactants are [OH:1][CH:2]1[CH2:11][CH2:10][NH:9][C:8]2[N:7]=[CH:6][C:5]([C:12]3[CH:17]=[CH:16][C:15]([C:18]([N:20]4[CH2:25][CH2:24][N:23]([CH3:26])[CH2:22][CH2:21]4)=[O:19])=[CH:14][CH:13]=3)=[CH:4][C:3]1=2.O[C:28]1[CH:29]=[N:30][CH:31]=[CH:32][CH:33]=1. (2) The yield is 0.980. The catalyst is C1COCC1. The product is [Cl:1][C:2]1[CH:3]=[C:4]([CH2:9][CH2:10][NH:11][CH2:12][C:13]2[CH:14]=[CH:15][C:16]([C:19]([OH:28])([C:24]([F:25])([F:26])[F:27])[C:20]([F:21])([F:22])[F:23])=[CH:17][CH:18]=2)[CH:5]=[CH:6][C:7]=1[Cl:8]. The reactants are [Cl:1][C:2]1[CH:3]=[C:4]([CH2:9][CH2:10][NH:11][C:12](=O)[C:13]2[CH:18]=[CH:17][C:16]([C:19]([OH:28])([C:24]([F:27])([F:26])[F:25])[C:20]([F:23])([F:22])[F:21])=[CH:15][CH:14]=2)[CH:5]=[CH:6][C:7]=1[Cl:8].Cl.[OH-].[Na+]. (3) The reactants are [NH2:1][C@H:2]1[CH2:7][CH2:6][C@H:5]([C:8](O)=[O:9])[CH2:4][CH2:3]1.[H-].COCCO[Al+]OCCOC.[Na+].[H-].C1(C)C=CC=CC=1.[OH-].[Na+]. The catalyst is C1(C)C=CC=CC=1. The product is [NH2:1][C@H:2]1[CH2:7][CH2:6][C@H:5]([CH2:8][OH:9])[CH2:4][CH2:3]1. The yield is 0.600. (4) The reactants are CCN(CC)CC.II.C1C=CC(P(C2C=CC=CC=2)C2C=CC=CC=2)=CC=1.[C:29]([O:33][C:34](=[O:63])[NH:35][CH2:36][C:37]1([C:40]([NH:42][NH:43][C:44]([CH:46]2[CH2:52][CH2:51][C@@H:50]3[CH2:53][N:47]2[C:48](=[O:62])[N:49]3[O:54][CH2:55][C:56]2[CH:61]=[CH:60][CH:59]=[CH:58][CH:57]=2)=O)=[O:41])[CH2:39][CH2:38]1)([CH3:32])([CH3:31])[CH3:30]. The catalyst is C(Cl)Cl. The product is [CH2:55]([O:54][N:49]1[C:48](=[O:62])[N:47]2[CH2:53][C@H:50]1[CH2:51][CH2:52][CH:46]2[C:44]1[O:41][C:40]([C:37]2([CH2:36][NH:35][C:34](=[O:63])[O:33][C:29]([CH3:32])([CH3:31])[CH3:30])[CH2:38][CH2:39]2)=[N:42][N:43]=1)[C:56]1[CH:61]=[CH:60][CH:59]=[CH:58][CH:57]=1. The yield is 0.830. (5) The reactants are CO[C:3](=[O:19])[CH2:4][C:5]1([NH:10][CH2:11][C:12]2[CH:17]=[CH:16][C:15]([F:18])=[CH:14][CH:13]=2)[CH2:9][CH2:8][CH2:7][CH2:6]1.[CH3:20][S:21]([NH:24][C:25]1[CH:40]=[CH:39][C:28]2[NH:29][C:30]([CH2:35][C:36](O)=[O:37])=[N:31][S:32](=[O:34])(=[O:33])[C:27]=2[CH:26]=1)(=[O:23])=[O:22].CN1CCOCC1.Cl.CN(C)CCCN=C=NCC.[O-]CC.[Na+].C(O)C. The catalyst is CN(C)C=O.Cl. The product is [F:18][C:15]1[CH:14]=[CH:13][C:12]([CH2:11][N:10]2[C:36](=[O:37])[C:35]([C:30]3[NH:29][C:28]4[CH:39]=[CH:40][C:25]([NH:24][S:21]([CH3:20])(=[O:23])=[O:22])=[CH:26][C:27]=4[S:32](=[O:34])(=[O:33])[N:31]=3)=[C:3]([OH:19])[CH2:4][C:5]32[CH2:6][CH2:7][CH2:8][CH2:9]3)=[CH:17][CH:16]=1. The yield is 0.220.